From a dataset of Forward reaction prediction with 1.9M reactions from USPTO patents (1976-2016). Predict the product of the given reaction. Given the reactants [CH3:1][C:2]1[N:7]=[C:6]2[S:8][C:9]3[CH2:14][CH2:13][CH2:12][CH2:11][C:10]=3[C:5]2=[C:4]([C:15]2[CH:20]=[CH:19][C:18]([CH3:21])=[CH:17][CH:16]=2)[C:3]=1[CH2:22][C:23]([O:25][CH3:26])=[O:24].[Li+].C[Si]([N-][Si](C)(C)C)(C)C.[CH2:37]1[CH2:41]OC[CH2:38]1.C(Br)C#C, predict the reaction product. The product is: [CH3:1][C:2]1[N:7]=[C:6]2[S:8][C:9]3[CH2:14][CH2:13][CH2:12][CH2:11][C:10]=3[C:5]2=[C:4]([C:15]2[CH:16]=[CH:17][C:18]([CH3:21])=[CH:19][CH:20]=2)[C:3]=1[CH:22]([CH2:41][C:37]#[CH:38])[C:23]([O:25][CH3:26])=[O:24].